This data is from Reaction yield outcomes from USPTO patents with 853,638 reactions. The task is: Predict the reaction yield, written as a fraction of the theoretical maximum amount of product (1.0 means a 100% yield; for example, 0.34 means a 34% yield). The reactants are [F:1][C:2]([F:18])([F:17])[C:3]1[N:8]=[C:7]([O:9][C:10]2[CH:16]=[CH:15][C:13]([NH2:14])=[CH:12][CH:11]=2)[CH:6]=[CH:5][N:4]=1.Cl[C:20]1[CH:25]=[C:24]([C:26]2[CH:31]=[CH:30][CH:29]=[CH:28][CH:27]=2)[N:23]=[C:22]([NH2:32])[N:21]=1.C(O)(C)C.[OH-].[Na+]. The catalyst is O. The product is [C:26]1([C:24]2[N:23]=[C:22]([NH2:32])[N:21]=[C:20]([NH:14][C:13]3[CH:15]=[CH:16][C:10]([O:9][C:7]4[CH:6]=[CH:5][N:4]=[C:3]([C:2]([F:1])([F:17])[F:18])[N:8]=4)=[CH:11][CH:12]=3)[CH:25]=2)[CH:27]=[CH:28][CH:29]=[CH:30][CH:31]=1. The yield is 0.720.